Dataset: Reaction yield outcomes from USPTO patents with 853,638 reactions. Task: Predict the reaction yield, written as a fraction of the theoretical maximum amount of product (1.0 means a 100% yield; for example, 0.34 means a 34% yield). The reactants are [H-].[Na+].[Cl:3][C:4]1[CH:13]=[CH:12][C:7]2[NH:8][C:9](=[O:11])[NH:10][C:6]=2[CH:5]=1.[C:14](O[C:14]([O:16][C:17]([CH3:20])([CH3:19])[CH3:18])=[O:15])([O:16][C:17]([CH3:20])([CH3:19])[CH3:18])=[O:15]. The catalyst is CN(C)C=O. The product is [Cl:3][C:4]1[CH:13]=[CH:12][C:7]2[N:8]([C:14]([O:16][C:17]([CH3:20])([CH3:19])[CH3:18])=[O:15])[C:9](=[O:11])[NH:10][C:6]=2[CH:5]=1. The yield is 0.450.